This data is from Full USPTO retrosynthesis dataset with 1.9M reactions from patents (1976-2016). The task is: Predict the reactants needed to synthesize the given product. (1) Given the product [OH:11][CH:10]=[C:7]([C:1]1[CH:6]=[CH:5][CH:4]=[CH:3][CH:2]=1)[C:8]#[N:9], predict the reactants needed to synthesize it. The reactants are: [C:1]1([CH2:7][C:8]#[N:9])[CH:6]=[CH:5][CH:4]=[CH:3][CH:2]=1.[CH:10](OC)=[O:11].[H-].[Na+]. (2) Given the product [Cl:1][C:2]1[C:8]([N+:9]([O-:11])=[O:10])=[CH:7][CH:6]=[CH:5][C:3]=1[N:4]([S:22]([CH2:19][CH2:17][CH3:18])(=[O:24])=[O:23])[S:22]([CH2:19][CH2:20][CH3:21])(=[O:24])=[O:23], predict the reactants needed to synthesize it. The reactants are: [Cl:1][C:2]1[C:8]([N+:9]([O-:11])=[O:10])=[CH:7][CH:6]=[CH:5][C:3]=1[NH2:4].C(N([CH2:17][CH3:18])CC)C.[CH2:19]([S:22](Cl)(=[O:24])=[O:23])[CH2:20][CH3:21]. (3) The reactants are: [CH3:1][O:2][C:3](=[O:29])[CH2:4][C:5]1[CH:10]=[CH:9][C:8]([O:11][CH2:12][C:13]2[CH:14]=[C:15]([C:19]3[CH:24]=[CH:23][C:22]([C:25]([F:28])([F:27])[F:26])=[CH:21][CH:20]=3)[CH:16]=[CH:17][CH:18]=2)=[CH:7][CH:6]=1.[Li+].CC([N-]C(C)C)C.Br[CH2:39][C:40]([O:42][C:43]([CH3:46])([CH3:45])[CH3:44])=[O:41]. Given the product [CH3:1][O:2][C:3](=[O:29])[CH:4]([C:5]1[CH:6]=[CH:7][C:8]([O:11][CH2:12][C:13]2[CH:14]=[C:15]([C:19]3[CH:24]=[CH:23][C:22]([C:25]([F:26])([F:28])[F:27])=[CH:21][CH:20]=3)[CH:16]=[CH:17][CH:18]=2)=[CH:9][CH:10]=1)[CH2:39][C:40]([O:42][C:43]([CH3:46])([CH3:45])[CH3:44])=[O:41], predict the reactants needed to synthesize it. (4) Given the product [CH2:1]([O:3][C:4]1[CH:10]=[CH:9][CH:8]=[C:6]([N:7]=[C:13]=[O:15])[C:5]=1[CH3:11])[CH3:2], predict the reactants needed to synthesize it. The reactants are: [CH2:1]([O:3][C:4]1[C:5]([CH3:11])=[C:6]([CH:8]=[CH:9][CH:10]=1)[NH2:7])[CH3:2].Cl[C:13](Cl)([O:15]C(=O)OC(Cl)(Cl)Cl)Cl. (5) Given the product [F:57][C:37]([F:36])([F:56])[C:38]1[CH:39]=[CH:40][CH:41]=[C:42]2[C:47]=1[N:46]=[CH:45][CH:44]=[C:43]2[C:48]1[CH:49]=[C:50]([CH:51]=[CH:52][CH:53]=1)[CH2:54][O:15][C:10]1[CH:11]=[CH:12][CH:13]=[C:14]2[C:9]=1[CH:8]=[CH:7][CH:6]=[C:5]2[CH2:4][C:3]([OH:2])=[O:16], predict the reactants needed to synthesize it. The reactants are: C[O:2][C:3](=[O:16])[CH2:4][C:5]1[C:14]2[C:9](=[C:10]([OH:15])[CH:11]=[CH:12][CH:13]=2)[CH:8]=[CH:7][CH:6]=1.C1C=CC(P(C2C=CC=CC=2)C2C=CC=CC=2)=CC=1.[F:36][C:37]([F:57])([F:56])[C:38]1[CH:39]=[CH:40][CH:41]=[C:42]2[C:47]=1[N:46]=[CH:45][CH:44]=[C:43]2[C:48]1[CH:49]=[C:50]([CH2:54]O)[CH:51]=[CH:52][CH:53]=1.CCOC(/N=N/C(OCC)=O)=O.[Li+].[OH-]. (6) Given the product [Cl:1][C:2]1[CH:3]=[C:4]2[C:10]([C:11]3[N:16]=[C:15]([NH:17][C@H:18]4[CH2:23][CH2:22][CH2:21][N:20]([CH2:40][CH:38]([OH:39])[CH2:37][O:36][CH3:35])[CH2:19]4)[C:14]([F:24])=[CH:13][N:12]=3)=[CH:9][N:8]([S:25]([C:28]3[CH:33]=[CH:32][C:31]([CH3:34])=[CH:30][CH:29]=3)(=[O:27])=[O:26])[C:5]2=[N:6][CH:7]=1, predict the reactants needed to synthesize it. The reactants are: [Cl:1][C:2]1[CH:3]=[C:4]2[C:10]([C:11]3[N:16]=[C:15]([NH:17][C@H:18]4[CH2:23][CH2:22][CH2:21][NH:20][CH2:19]4)[C:14]([F:24])=[CH:13][N:12]=3)=[CH:9][N:8]([S:25]([C:28]3[CH:33]=[CH:32][C:31]([CH3:34])=[CH:30][CH:29]=3)(=[O:27])=[O:26])[C:5]2=[N:6][CH:7]=1.[CH3:35][O:36][CH2:37][CH:38]1[CH2:40][O:39]1. (7) Given the product [C:1]1(=[O:17])[CH2:12][CH2:11][CH2:10][CH2:9][CH2:8][CH2:7][CH2:6][CH2:5][CH2:4][CH2:3][CH2:2]1, predict the reactants needed to synthesize it. The reactants are: [CH2:1]1[CH2:12][CH2:11][CH2:10][CH2:9][CH2:8][CH2:7][CH2:6][CH2:5][CH2:4][CH2:3][CH2:2]1.C([O:17]N=O)(C)(C)C.ON1C(=O)C2=CC=CC=C2C1=O.[OH-].[Na+].C1(=NO)CCCCCCCCCCC1.[N+](C1CCCCCCCCCCC1)([O-])=O.